From a dataset of Full USPTO retrosynthesis dataset with 1.9M reactions from patents (1976-2016). Predict the reactants needed to synthesize the given product. (1) The reactants are: C(OC([N:8]1[CH2:13][CH2:12][N:11]([C:14]2[N:19]=[C:18]([C:20]3[CH:25]=[CH:24][N:23]=[C:22]([NH:26][CH:27]4[CH2:32][CH2:31][CH2:30][CH2:29][CH2:28]4)[CH:21]=3)[CH:17]=[C:16]([CH2:33][C:34]#[N:35])[CH:15]=2)[CH2:10][CH2:9]1)=O)(C)(C)C.C(O)(C(F)(F)F)=O. Given the product [CH:27]1([NH:26][C:22]2[CH:21]=[C:20]([C:18]3[CH:17]=[C:16]([CH2:33][C:34]#[N:35])[CH:15]=[C:14]([N:11]4[CH2:12][CH2:13][NH:8][CH2:9][CH2:10]4)[N:19]=3)[CH:25]=[CH:24][N:23]=2)[CH2:28][CH2:29][CH2:30][CH2:31][CH2:32]1, predict the reactants needed to synthesize it. (2) Given the product [ClH:40].[CH3:1][O:2][CH2:3][CH2:4][N:5]([CH2:22][C:23]1[CH:24]=[CH:25][C:26]([S:29][C:30]([CH3:39])([CH3:38])[C:31]([OH:33])=[O:32])=[CH:27][CH:28]=1)[C:6]1[CH:11]=[C:10]([C:12]2[CH:17]=[CH:16][CH:15]=[C:14]([C:18]([F:20])([F:19])[F:21])[CH:13]=2)[N:9]=[CH:8][N:7]=1, predict the reactants needed to synthesize it. The reactants are: [CH3:1][O:2][CH2:3][CH2:4][N:5]([CH2:22][C:23]1[CH:28]=[CH:27][C:26]([S:29][C:30]([CH3:39])([CH3:38])[C:31]([O:33]C(C)(C)C)=[O:32])=[CH:25][CH:24]=1)[C:6]1[CH:11]=[C:10]([C:12]2[CH:17]=[CH:16][CH:15]=[C:14]([C:18]([F:21])([F:20])[F:19])[CH:13]=2)[N:9]=[CH:8][N:7]=1.[ClH:40]. (3) Given the product [OH:42][C@@H:38]1[C@H:37]([O:36][CH3:35])[CH2:41][N:40]([CH2:30][C:28]2[C:27]([CH3:32])=[N:26][N:25]([C:23]3[C:22]([CH3:33])=[CH:21][N:20]=[C:19]([NH:18][C:4]4[C:3]([O:2][CH3:1])=[CH:8][C:7]([N:9]5[CH2:14][CH2:13][O:12][CH2:11][CH2:10]5)=[C:6]([NH:15][C:3](=[O:2])[CH:4]=[CH2:5])[CH:5]=4)[N:24]=3)[CH:29]=2)[CH2:39]1, predict the reactants needed to synthesize it. The reactants are: [CH3:1][O:2][C:3]1[CH:8]=[C:7]([N:9]2[CH2:14][CH2:13][O:12][CH2:11][CH2:10]2)[C:6]([N+:15]([O-])=O)=[CH:5][C:4]=1[NH:18][C:19]1[N:24]=[C:23]([N:25]2[CH:29]=[C:28]([CH:30]=O)[C:27]([CH3:32])=[N:26]2)[C:22]([CH3:33])=[CH:21][N:20]=1.Cl.[CH3:35][O:36][C@@H:37]1[CH2:41][NH:40][CH2:39][C@@H:38]1[OH:42]. (4) Given the product [ClH:31].[Cl:31][C:27]1[CH:28]=[C:29]2[C:24](=[CH:25][CH:26]=1)[NH:23][C:22]([C:20]([NH:19][C@@H:14]1[CH2:15][CH2:16][CH2:17][CH2:18][C@H:13]1[NH2:12])=[O:21])=[CH:30]2, predict the reactants needed to synthesize it. The reactants are: C(O)C.Cl.C(OC([NH:12][C@@H:13]1[CH2:18][CH2:17][CH2:16][CH2:15][C@H:14]1[NH:19][C:20]([C:22]1[NH:23][C:24]2[C:29]([CH:30]=1)=[CH:28][C:27]([Cl:31])=[CH:26][CH:25]=2)=[O:21])=O)(C)(C)C. (5) Given the product [OH:1][C@H:2]1[CH2:3][CH2:4][C@H:5]([N:8]2[CH2:12][CH2:11][C:10]3([CH2:17][CH2:16][N:15]([C:20]4[CH:27]=[CH:26][C:23]([C:24]#[N:25])=[CH:22][CH:21]=4)[CH2:14][CH2:13]3)[C:9]2=[O:18])[CH2:6][CH2:7]1, predict the reactants needed to synthesize it. The reactants are: [OH:1][C@H:2]1[CH2:7][CH2:6][C@H:5]([N:8]2[CH2:12][CH2:11][C:10]3([CH2:17][CH2:16][NH:15][CH2:14][CH2:13]3)[C:9]2=[O:18])[CH2:4][CH2:3]1.F[C:20]1[CH:27]=[CH:26][C:23]([C:24]#[N:25])=[CH:22][CH:21]=1.C(N(CC)C(C)C)(C)C.